Dataset: Peptide-MHC class I binding affinity with 185,985 pairs from IEDB/IMGT. Task: Regression. Given a peptide amino acid sequence and an MHC pseudo amino acid sequence, predict their binding affinity value. This is MHC class I binding data. (1) The peptide sequence is AVVLMGLDK. The MHC is HLA-A11:01 with pseudo-sequence HLA-A11:01. The binding affinity (normalized) is 0.278. (2) The peptide sequence is STYGISEDL. The MHC is BoLA-JSP.1 with pseudo-sequence BoLA-JSP.1. The binding affinity (normalized) is 0.0641. (3) The peptide sequence is KVSAQNISFK. The MHC is HLA-A31:01 with pseudo-sequence HLA-A31:01. The binding affinity (normalized) is 0.439.